From a dataset of Reaction yield outcomes from USPTO patents with 853,638 reactions. Predict the reaction yield, written as a fraction of the theoretical maximum amount of product (1.0 means a 100% yield; for example, 0.34 means a 34% yield). The product is [C:15]([C:10]1[CH:9]=[CH:8][C:7]2[C:12](=[CH:13][CH:14]=[C:5]([C:4]#[CH:3])[CH:6]=2)[CH:11]=1)#[CH:16]. The yield is 0.605. The reactants are C[Si](C)(C)[C:3]#[C:4][C:5]1[CH:14]=[CH:13][C:12]2[C:7](=[CH:8][CH:9]=[C:10]([C:15]#[C:16][Si](C)(C)C)[CH:11]=2)[CH:6]=1.C([O-])([O-])=O.[K+].[K+].C(Cl)Cl. The catalyst is CO.